Dataset: Catalyst prediction with 721,799 reactions and 888 catalyst types from USPTO. Task: Predict which catalyst facilitates the given reaction. (1) Reactant: [Cl:1][C:2]1[CH:7]=[CH:6][C:5]([C:8]2[CH:9]=[C:10]([C:20]([O:22]CC)=[O:21])[C:11]3[CH:16]=[N:15][N:14]([CH:17]([CH3:19])[CH3:18])[C:12]=3[N:13]=2)=[CH:4][CH:3]=1.C(O)C.[OH-].[Na+]. Product: [Cl:1][C:2]1[CH:7]=[CH:6][C:5]([C:8]2[CH:9]=[C:10]([C:20]([OH:22])=[O:21])[C:11]3[CH:16]=[N:15][N:14]([CH:17]([CH3:19])[CH3:18])[C:12]=3[N:13]=2)=[CH:4][CH:3]=1. The catalyst class is: 1. (2) Reactant: [NH2:1][C:2]1[CH:27]=[CH:26][C:5]([CH2:6][N:7]2[C:12]([CH3:13])=[CH:11][C:10]([O:14][CH2:15][C:16]3[CH:21]=[CH:20][C:19]([F:22])=[CH:18][C:17]=3[F:23])=[C:9]([Br:24])[C:8]2=[O:25])=[CH:4][CH:3]=1.CN1CCOCC1.C[Si]([N:39]=[C:40]=[O:41])(C)C. Product: [Br:24][C:9]1[C:8](=[O:25])[N:7]([CH2:6][C:5]2[CH:4]=[CH:3][C:2]([NH:1][C:40]([NH2:39])=[O:41])=[CH:27][CH:26]=2)[C:12]([CH3:13])=[CH:11][C:10]=1[O:14][CH2:15][C:16]1[CH:21]=[CH:20][C:19]([F:22])=[CH:18][C:17]=1[F:23]. The catalyst class is: 7.